Dataset: Forward reaction prediction with 1.9M reactions from USPTO patents (1976-2016). Task: Predict the product of the given reaction. (1) Given the reactants O[O:2][S:3]([O-:5])=O.[K+].Cl.[F:8][C:9]1[CH:14]=[C:13](SC)[CH:12]=[CH:11][C:10]=1[C:17]1[N:22]=[CH:21][C:20]([OH:23])=[CH:19][CH:18]=1.[CH3:24]C(C)=O, predict the reaction product. The product is: [F:8][C:9]1[CH:14]=[C:13]([S:3]([CH3:24])(=[O:5])=[O:2])[CH:12]=[CH:11][C:10]=1[C:17]1[N:22]=[CH:21][C:20]([OH:23])=[CH:19][CH:18]=1. (2) Given the reactants Cl.[NH2:2][C:3]([NH2:5])=[NH:4].CC[O-].[Na+].[O:10]1[CH:14]=[CH:13][CH:12]=[C:11]1[CH2:15][C:16]1[N:17]([CH2:27][C:28](OC(C)(C)C)=[O:29])[C:18]([C:21]2[CH:26]=[CH:25][CH:24]=[CH:23][CH:22]=2)=[CH:19][CH:20]=1, predict the reaction product. The product is: [NH2:4][C:3](=[NH:5])[NH:2][C:28](=[O:29])[CH2:27][N:17]1[C:18]([C:21]2[CH:26]=[CH:25][CH:24]=[CH:23][CH:22]=2)=[CH:19][CH:20]=[C:16]1[CH2:15][C:11]1[O:10][CH:14]=[CH:13][CH:12]=1. (3) Given the reactants [CH:1]1[CH:6]=[CH:5][C:4]([CH2:7][C@H:8]([NH2:12])[C:9]([OH:11])=[O:10])=[CH:3][CH:2]=1.[C:13](Cl)(=[O:15])[CH3:14], predict the reaction product. The product is: [C:13]([NH:12][C@@H:8]([CH:7]([C:1]1[CH:6]=[CH:5][CH:4]=[CH:3][CH:2]=1)[C:4]1[CH:3]=[CH:2][CH:1]=[CH:6][CH:5]=1)[C:9]([OH:11])=[O:10])(=[O:15])[CH3:14]. (4) Given the reactants C(NC(C)C)(C)C.C([Li])CCC.[C:13]([O:16][C:17]([CH3:20])([CH3:19])[CH3:18])(=[O:15])[CH3:14].[CH3:21][O:22][C:23]1[CH:24]=[C:25]([OH:33])[C:26](=[CH:31][CH:32]=1)[C:27](OC)=[O:28], predict the reaction product. The product is: [OH:33][C:25]1[CH:24]=[C:23]([O:22][CH3:21])[CH:32]=[CH:31][C:26]=1[C:27](=[O:28])[CH2:14][C:13]([O:16][C:17]([CH3:20])([CH3:19])[CH3:18])=[O:15]. (5) Given the reactants [C:1]([O:5][C:6]([N:8]([CH3:24])[C@H:9]([C:21](O)=[O:22])[C:10]([CH3:20])([CH3:19])[C:11]1[CH:16]=[CH:15][CH:14]=[CH:13][C:12]=1[O:17][CH3:18])=[O:7])([CH3:4])([CH3:3])[CH3:2].F[P-](F)(F)(F)(F)F.N1(O[P+](N2CCCC2)(N2CCCC2)N2CCCC2)C2C=CC=CC=2N=N1.C(N(C(C)C)CC)(C)C.Cl.[CH3:68]/[C:69](=[CH:75]\[C@@H:76]([N:80]([CH3:89])[C:81](=[O:88])[C@H:82]([C:84]([CH3:87])([CH3:86])[CH3:85])[NH2:83])[CH:77]([CH3:79])[CH3:78])/[C:70]([O:72][CH2:73][CH3:74])=[O:71], predict the reaction product. The product is: [C:1]([O:5][C:6]([N:8]([CH3:24])[C@H:9]([C:21]([NH:83][C@H:82]([C:81]([N:80]([C@@H:76]([CH:77]([CH3:78])[CH3:79])/[CH:75]=[C:69](\[CH3:68])/[C:70]([O:72][CH2:73][CH3:74])=[O:71])[CH3:89])=[O:88])[C:84]([CH3:86])([CH3:87])[CH3:85])=[O:22])[C:10]([CH3:20])([CH3:19])[C:11]1[CH:16]=[CH:15][CH:14]=[CH:13][C:12]=1[O:17][CH3:18])=[O:7])([CH3:4])([CH3:2])[CH3:3]. (6) Given the reactants Cl[C:2]1[N:7]=[N:6][C:5]([C:8]2[CH:13]=[CH:12][C:11]([C:14]([F:17])([F:16])[F:15])=[CH:10][CH:9]=2)=[C:4]([C:18]2[CH:23]=[CH:22][N:21]=[CH:20][C:19]=2[Cl:24])[CH:3]=1.[C:25]([N:32]1[CH2:37][CH2:36][NH:35][CH2:34][CH2:33]1)([O:27][C:28]([CH3:31])([CH3:30])[CH3:29])=[O:26].[F-].[K+], predict the reaction product. The product is: [C:28]([O:27][C:25]([N:32]1[CH2:37][CH2:36][N:35]([C:2]2[N:7]=[N:6][C:5]([C:8]3[CH:13]=[CH:12][C:11]([C:14]([F:16])([F:17])[F:15])=[CH:10][CH:9]=3)=[C:4]([C:18]3[CH:23]=[CH:22][N:21]=[CH:20][C:19]=3[Cl:24])[CH:3]=2)[CH2:34][CH2:33]1)=[O:26])([CH3:31])([CH3:29])[CH3:30]. (7) Given the reactants [C:1]([O:4][CH2:5][C:6]([OH:8])=O)(=[O:3])[CH3:2].C(N(CC)CC)C.ClC(OCC(C)C)=O.[CH2:24]([O:31][C:32]1[CH:37]=[CH:36][C:35]([N:38]2[CH2:43][CH2:42][NH:41][CH2:40][CH2:39]2)=[CH:34][CH:33]=1)[C:25]1[CH:30]=[CH:29][CH:28]=[CH:27][CH:26]=1, predict the reaction product. The product is: [C:1]([O:4][CH2:5][C:6]([N:41]1[CH2:40][CH2:39][N:38]([C:35]2[CH:34]=[CH:33][C:32]([O:31][CH2:24][C:25]3[CH:26]=[CH:27][CH:28]=[CH:29][CH:30]=3)=[CH:37][CH:36]=2)[CH2:43][CH2:42]1)=[O:8])(=[O:3])[CH3:2].